From a dataset of Reaction yield outcomes from USPTO patents with 853,638 reactions. Predict the reaction yield, written as a fraction of the theoretical maximum amount of product (1.0 means a 100% yield; for example, 0.34 means a 34% yield). The reactants are [C:1]([O:5][C:6]([N:8]1[CH2:13][CH2:12][CH:11](OS(C)(=O)=O)[CH2:10][CH2:9]1)=[O:7])([CH3:4])([CH3:3])[CH3:2].[Br:19][C:20]1[CH:25]=[CH:24][C:23]([SH:26])=[CH:22][CH:21]=1.C([O-])([O-])=O.[K+].[K+]. The catalyst is CC#N. The product is [C:1]([O:5][C:6]([N:8]1[CH2:9][CH2:10][CH:11]([S:26][C:23]2[CH:24]=[CH:25][C:20]([Br:19])=[CH:21][CH:22]=2)[CH2:12][CH2:13]1)=[O:7])([CH3:2])([CH3:3])[CH3:4]. The yield is 0.790.